Predict the product of the given reaction. From a dataset of Forward reaction prediction with 1.9M reactions from USPTO patents (1976-2016). (1) Given the reactants [F:1][C:2]([F:20])([C:13]1[CH:18]=[CH:17][C:16]([F:19])=[CH:15][CH:14]=1)[C:3]1[N:4]=[C:5](O)[C:6]2[S:11][CH:10]=[CH:9][C:7]=2[N:8]=1.P(Cl)(Cl)([Cl:23])=O, predict the reaction product. The product is: [Cl:23][C:5]1[C:6]2[S:11][CH:10]=[CH:9][C:7]=2[N:8]=[C:3]([C:2]([F:20])([F:1])[C:13]2[CH:18]=[CH:17][C:16]([F:19])=[CH:15][CH:14]=2)[N:4]=1. (2) The product is: [CH2:1]([O:8][CH2:9][CH:10]1[CH2:11][O:12][CH2:15][CH2:14][O:13]1)[C:2]1[CH:7]=[CH:6][CH:5]=[CH:4][CH:3]=1. Given the reactants [CH2:1]([O:8][CH2:9][CH:10]([OH:13])[CH2:11][OH:12])[C:2]1[CH:7]=[CH:6][CH:5]=[CH:4][CH:3]=1.[CH3:14][C:15]1C=CC(S(OCCOS(C2C=CC(C)=CC=2)(=O)=O)(=O)=O)=CC=1, predict the reaction product. (3) Given the reactants [Br:1][C:2]1[S:6][C:5]([S:7](Cl)(=[O:9])=[O:8])=[CH:4][CH:3]=1.[CH2:11]([NH2:14])[CH2:12][NH2:13].O, predict the reaction product. The product is: [NH2:13][CH2:12][CH2:11][NH:14][S:7]([C:5]1[S:6][C:2]([Br:1])=[CH:3][CH:4]=1)(=[O:9])=[O:8]. (4) Given the reactants Br[C:2]1[CH:3]=[C:4]2[C:8](=[CH:9][CH:10]=1)[N:7]([CH:11]1[CH2:16][CH2:15][N:14]([C:17]([O:19][C:20]([CH3:23])([CH3:22])[CH3:21])=[O:18])[CH2:13][CH2:12]1)[CH2:6][CH2:5]2.C([Li])(C)(C)C.[C:29]1([S:35](F)(=[O:37])=[O:36])[CH:34]=[CH:33][CH:32]=[CH:31][CH:30]=1, predict the reaction product. The product is: [C:29]1([S:35]([C:2]2[CH:3]=[C:4]3[C:8](=[CH:9][CH:10]=2)[N:7]([CH:11]2[CH2:16][CH2:15][N:14]([C:17]([O:19][C:20]([CH3:23])([CH3:22])[CH3:21])=[O:18])[CH2:13][CH2:12]2)[CH2:6][CH2:5]3)(=[O:37])=[O:36])[CH:34]=[CH:33][CH:32]=[CH:31][CH:30]=1. (5) Given the reactants C(C(CCC)CCC(=O)C)(C)(C)C.[C:14](/[C:18](=[CH:24]/[CH:25]([CH3:28])[CH2:26][CH3:27])/[CH:19]=[CH:20]/[C:21](=[O:23])[CH3:22])([CH3:17])([CH3:16])[CH3:15], predict the reaction product. The product is: [C:14]([CH:18]([CH2:24][CH:25]([CH3:28])[CH2:26][CH3:27])[CH2:19][CH2:20][C:21](=[O:23])[CH3:22])([CH3:17])([CH3:16])[CH3:15]. (6) Given the reactants [N+:1]([C:4]1[N:5]=[C:6]2[N:11]([CH:12]=1)[CH2:10][CH2:9][C@H:8]([CH2:13][O:14][C:15]1[CH:20]=[CH:19][C:18]([N:21]3[CH2:26][CH2:25][NH:24][CH2:23][CH2:22]3)=[CH:17][CH:16]=1)[O:7]2)([O-:3])=[O:2].[F:27][C:28]([F:45])([F:44])[C:29]1[CH:30]=[CH:31][C:32]([O:35][C:36]2[CH:43]=[CH:42][C:39]([CH:40]=O)=[CH:38][CH:37]=2)=[N:33][CH:34]=1.C(O[BH-](OC(=O)C)OC(=O)C)(=O)C.[Na+].[OH-].[Na+], predict the reaction product. The product is: [N+:1]([C:4]1[N:5]=[C:6]2[N:11]([CH:12]=1)[CH2:10][CH2:9][C@H:8]([CH2:13][O:14][C:15]1[CH:20]=[CH:19][C:18]([N:21]3[CH2:26][CH2:25][N:24]([CH2:40][C:39]4[CH:38]=[CH:37][C:36]([O:35][C:32]5[CH:31]=[CH:30][C:29]([C:28]([F:45])([F:27])[F:44])=[CH:34][N:33]=5)=[CH:43][CH:42]=4)[CH2:23][CH2:22]3)=[CH:17][CH:16]=1)[O:7]2)([O-:3])=[O:2].